Dataset: Full USPTO retrosynthesis dataset with 1.9M reactions from patents (1976-2016). Task: Predict the reactants needed to synthesize the given product. (1) Given the product [C:22]([O:21][C:19]([N:16]1[CH2:17][CH2:18][C:13]2[N:6]=[CH:5][N:7]=[CH:26][C:14]=2[CH2:15]1)=[O:20])([CH3:25])([CH3:23])[CH3:24], predict the reactants needed to synthesize it. The reactants are: C(O)(=O)C.[CH:5]([NH2:7])=[NH:6].[O-]CC.[Na+].O=[C:13]1[CH2:18][CH2:17][N:16]([C:19]([O:21][C:22]([CH3:25])([CH3:24])[CH3:23])=[O:20])[CH2:15][C:14]1=[CH:26]N(C)C. (2) Given the product [CH:11]([CH2:7][C:6](=[CH2:8])[C:5]([OH:10])=[O:9])=[CH:12][C:13]1[CH:18]=[CH:17][CH:16]=[CH:15][CH:14]=1.[C:5]([O:10][CH2:11][CH2:12][CH2:13][CH3:14])(=[O:9])[CH:6]=[CH2:7].[Na:1].[CH2:3]1[O:4][CH2:2]1.[C:5]([OH:10])(=[O:9])[C:6]([CH3:8])=[CH2:7], predict the reactants needed to synthesize it. The reactants are: [Na:1].[CH2:2]1[O:4][CH2:3]1.[C:5]([OH:10])(=[O:9])[C:6]([CH3:8])=[CH2:7].[CH2:11]=[CH:12][C:13]1[CH:18]=[CH:17][CH:16]=[CH:15][CH:14]=1.S(OOS([O-])(=O)=O)([O-])(=O)=O.[NH4+].[NH4+]. (3) Given the product [CH2:35]([C:33]1[N:3]=[N:2][N:1]([CH2:4][C@H:5]2[O:9][C@@H:8]([N:10]3[C:28]4[N:27]=[CH:26][N:25]=[C:14]([NH:15][CH2:16][C:17]5[CH:22]=[CH:21][C:20]([O:23][CH3:24])=[CH:19][CH:18]=5)[C:13]=4[N:12]=[CH:11]3)[C@H:7]([OH:29])[C@@H:6]2[OH:30])[CH:32]=1)[CH2:37][CH2:39][CH3:41], predict the reactants needed to synthesize it. The reactants are: [N:1]([CH2:4][C@H:5]1[O:9][C@@H:8]([N:10]2[C:28]3[N:27]=[CH:26][N:25]=[C:14]([NH:15][CH2:16][C:17]4[CH:22]=[CH:21][C:20]([O:23][CH3:24])=[CH:19][CH:18]=4)[C:13]=3[N:12]=[CH:11]2)[C@H:7]([OH:29])[C@@H:6]1[OH:30])=[N+:2]=[N-:3].O=[C:32]1O[C@H:37]([C@H:39]([CH2:41]O)O)[C:35]([O-])=[C:33]1O.[Na+].C#CCCCC.